From a dataset of Peptide-MHC class I binding affinity with 185,985 pairs from IEDB/IMGT. Regression. Given a peptide amino acid sequence and an MHC pseudo amino acid sequence, predict their binding affinity value. This is MHC class I binding data. (1) The peptide sequence is KLLEGEEERL. The MHC is HLA-A02:01 with pseudo-sequence HLA-A02:01. The binding affinity (normalized) is 0.685. (2) The peptide sequence is INFPKTFGW. The MHC is Mamu-B17 with pseudo-sequence Mamu-B17. The binding affinity (normalized) is 0.418. (3) The peptide sequence is FPPTSFGPL. The MHC is HLA-C04:01 with pseudo-sequence HLA-C04:01. The binding affinity (normalized) is 0.213. (4) The peptide sequence is GASTSQETW. The MHC is HLA-B53:01 with pseudo-sequence HLA-B53:01. The binding affinity (normalized) is 0.405.